From a dataset of Catalyst prediction with 721,799 reactions and 888 catalyst types from USPTO. Predict which catalyst facilitates the given reaction. (1) Reactant: [Cl:1][C:2]1[CH:3]=[C:4]([C:8](=[O:11])[CH2:9][CH3:10])[CH:5]=[CH:6][CH:7]=1.CCN(CC)CC.[Si:19](OS(C(F)(F)F)(=O)=O)([C:22]([CH3:25])([CH3:24])[CH3:23])([CH3:21])[CH3:20]. Product: [C:22]([Si:19]([O:11]/[C:8](/[C:4]1[CH:5]=[CH:6][CH:7]=[C:2]([Cl:1])[CH:3]=1)=[CH:9]\[CH3:10])([CH3:21])[CH3:20])([CH3:25])([CH3:24])[CH3:23]. The catalyst class is: 2. (2) Reactant: [NH2:1][C@H:2]1[CH2:6][CH2:5][N:4]([CH:7]([C:27]2[CH:32]=[CH:31][C:30]([F:33])=[CH:29][CH:28]=2)[C:8]([N:10]([CH2:12][C:13]2[C:22]3[C:17](=[CH:18][CH:19]=[CH:20][CH:21]=3)[CH:16]=[C:15]([C:23]#[N:24])[C:14]=2[O:25][CH3:26])[CH3:11])=[O:9])[CH2:3]1.[C:34]1(=O)[O:39][C:37](=[O:38])[CH2:36][CH2:35]1.C(N(CC)CC)C. Product: [C:23]([C:15]1[C:14]([O:25][CH3:26])=[C:13]([CH2:12][N:10]([CH3:11])[C:8](=[O:9])[CH:7]([N:4]2[CH2:5][CH2:6][C@H:2]([N:1]3[C:37](=[O:38])[CH2:36][CH2:35][C:34]3=[O:39])[CH2:3]2)[C:27]2[CH:32]=[CH:31][C:30]([F:33])=[CH:29][CH:28]=2)[C:22]2[C:17]([CH:16]=1)=[CH:18][CH:19]=[CH:20][CH:21]=2)#[N:24]. The catalyst class is: 12.